This data is from PAMPA (Parallel Artificial Membrane Permeability Assay) permeability data from NCATS. The task is: Regression/Classification. Given a drug SMILES string, predict its absorption, distribution, metabolism, or excretion properties. Task type varies by dataset: regression for continuous measurements (e.g., permeability, clearance, half-life) or binary classification for categorical outcomes (e.g., BBB penetration, CYP inhibition). Dataset: pampa_ncats. (1) The compound is CN(C1=CC=C(C=C1)OC)C(=O)C2=CC3=C(S2)C4=CC=CC=C4OC3. The result is 1 (high permeability). (2) The molecule is CC1=NC2=C(C(=N1)NC3=NNC4=C3CN(C4(C)C)C(=O)N[C@H](CN(C)C)C5=CC=CC=C5)SC=C2. The result is 0 (low-to-moderate permeability). (3) The drug is CC1=CC(=C(N1C2=CC=CC=C2)C)C3=NN=C4N3CCCCC4. The result is 1 (high permeability). (4) The compound is C1CN(CC2=C1C(=O)N3C(=N2)C=CN3)C(=O)C4=CC5=C(C=C4)N=CC=C5. The result is 1 (high permeability). (5) The compound is C[C@@]1(CN(C[C@@]1(C)CO)C2=NC=C(C(=C2)C(=O)NC3=CC4=C(CCC5=C4N(N=C5C(=O)N)C6=CC=C(C=C6)F)C=C3)Cl)CO. The result is 1 (high permeability). (6) The compound is C1C(=NN2C(=NN=C2S1)C3=CC=NC=C3)C4=CC=C(C=C4)Cl. The result is 1 (high permeability). (7) The compound is CC1=C(C(N=C(N1)NC2=NC3=CC=CC=C3O2)C4=C(C=NN4)Cl)C(=O)NC5=NC6=CC=CC=C6S5. The result is 0 (low-to-moderate permeability). (8) The molecule is CC(=O)C1=CC=C(C=C1)N2CCN(CC2)S(=O)(=O)C3=CC4=C(C=C3)N(C(=O)N4C)C. The result is 1 (high permeability). (9) The compound is C1CC2=C(C(N=C(N2)NC3=NC4=CC=CC=C4O3)C5=C(C=NC=C5)Cl)C(=O)C1. The result is 1 (high permeability). (10) The drug is CC1=C(C=C(C=C1)C(=O)NC2=NC(=CS2)C3=CC=CC=N3)S(=O)(=O)N4CCOCC4. The result is 1 (high permeability).